This data is from Experimentally validated miRNA-target interactions with 360,000+ pairs, plus equal number of negative samples. The task is: Binary Classification. Given a miRNA mature sequence and a target amino acid sequence, predict their likelihood of interaction. (1) The miRNA is hsa-miR-2113 with sequence AUUUGUGCUUGGCUCUGUCAC. The protein sequence of the target gene is MAGPRPVVLSGPSGAGKSTLLKKLFQEHSSIFGFSVSHTTRNPRPGEEDGKDYYFVTREMMQRDIAAGDFIEHAEFSGNLYGTSKEAVRAVQAMNRICVLDVDLQGVRSIKKTDLCPIYIFVQPPSLDVLEQRLRLRNTETEESLAKRLAAARTDMESSKEPGLFDLVIINDDLDKAYATLKQALSEEIKKAQGTGHA. Result: 0 (no interaction). (2) The miRNA is rno-miR-21-3p with sequence CAACAGCAGUCGAUGGGCUGUC. The protein sequence of the target gene is MASRSLGGLSGSRGGGGGGGGKKSLSARNAAVERRNLITVCRFSVKTLIDRSCFETIDDSSPEFNNFAAVLEQILSHRLKGQVTWFGYESPRSFWDYIRVACRKVSQNCICSIENMENVSSSRAKGRAWIRVALMEKHLSEYISTALRDFKTTRRFYEDGAIVLGEEANMLAGMLLGLNAIDFSFCLKGEGLDGTFPAVIDYTPYLKFEQSSDSISSDEEELRTFGSSDSESSTPENVGPPLILDENTWFNKCKRVRQKYQLTLEQKGYLEELLRLRENQLSESVSQNKILLQRIEDSDL.... Result: 0 (no interaction). (3) The miRNA is cel-miR-59-3p with sequence UCGAAUCGUUUAUCAGGAUGAUG. The protein sequence of the target gene is MSTGSLSDVEDLQEVEMLDCDSLKVDSNKEFGTSNESTEEGSNCENGSPQKGRGGLGKRRKAPTKKSPLSGVSQEGKQVQRNAANARERARMRVLSKAFSRLKTTLPWVPPDTKLSKLDTLRLASSYIAHLRQILANDKYENGYIHPVNLTWPFMVAGKPENDLKEVVTANRLCGTTAS. Result: 0 (no interaction). (4) The miRNA is hsa-miR-4516 with sequence GGGAGAAGGGUCGGGGC. The protein sequence of the target gene is MAASRRSQHHHHHHQQQLQPAPGASAPPPPPPPPLSPGLAPGTTPASPTASGLAPFASPRHGLALPEGDGSRDPPDRPRSPDPVDGTSCCSTTSTICTVAAAPVVPAVSTSSAAGVAPNPAGSGSNNSPSSSSSPTSSSSSSPSSPGSSLAESPEAAGVSSTAPLGPGAAGPGTGVPAVSGALRELLEACRNGDVSRVKRLVDAANVNAKDMAGRKSSPLHFAAGFGRKDVVEHLLQMGANVHARDDGGLIPLHNACSFGHAEVVSLLLCQGADPNARDNWNYTPLHEAAIKGKIDVCIV.... Result: 0 (no interaction).